Dataset: Forward reaction prediction with 1.9M reactions from USPTO patents (1976-2016). Task: Predict the product of the given reaction. (1) Given the reactants Cl[C:2]1[N:7]=[CH:6][C:5]([O:8][CH2:9][CH:10]2[CH2:15][CH2:14][N:13]([CH2:16][C:17]([F:20])([CH3:19])[CH3:18])[CH2:12][CH2:11]2)=[CH:4][N:3]=1.[CH2:21]([O:23][C:24]([C:26]1[CH:31]=[CH:30][C:29](B(O)O)=[CH:28][C:27]=1[F:35])=[O:25])[CH3:22].C([O-])([O-])=O.[Cs+].[Cs+], predict the reaction product. The product is: [F:35][C:27]1[CH:28]=[C:29]([C:2]2[N:7]=[CH:6][C:5]([O:8][CH2:9][CH:10]3[CH2:15][CH2:14][N:13]([CH2:16][C:17]([F:20])([CH3:19])[CH3:18])[CH2:12][CH2:11]3)=[CH:4][N:3]=2)[CH:30]=[CH:31][C:26]=1[C:24]([O:23][CH2:21][CH3:22])=[O:25]. (2) The product is: [CH2:1]([O:3][C:4](=[O:43])[C@@H:5]([NH:7][P:8]([OH:28])([O:10][CH2:11][C@H:12]1[O:16][C@@H:15]([N:17]2[CH:24]=[CH:23][C:21]([NH2:22])=[N:20][C:18]2=[O:19])[C@:14]([CH3:26])([OH:25])[C@@H:13]1[OH:27])=[O:9])[CH3:6])[CH3:2]. Given the reactants [CH2:1]([O:3][C:4](=[O:43])[C@@H:5]([NH:7][P:8]([O:28]CC1C2C=CC=CC=2C2C1=CC=CC=2)([O:10][CH2:11][C@H:12]1[O:16][C@@H:15]([N:17]2[CH:24]=[CH:23][C:21]([NH2:22])=[N:20][C:18]2=[O:19])[C@:14]([CH3:26])([OH:25])[C@@H:13]1[OH:27])=[O:9])[CH3:6])[CH3:2].N1CCCCC1, predict the reaction product. (3) Given the reactants C([O:4][C:5]1[CH:6]=[C:7]([Br:19])[CH:8]=[C:9]2[C:14]=1[O:13][C:12]([CH3:16])([CH3:15])[CH2:11][C:10]2([CH3:18])[CH3:17])(=O)C.C(=O)([O-])[O-].[Na+].[Na+].C(OCC)(=O)C, predict the reaction product. The product is: [Br:19][C:7]1[CH:8]=[C:9]2[C:14](=[C:5]([OH:4])[CH:6]=1)[O:13][C:12]([CH3:16])([CH3:15])[CH2:11][C:10]2([CH3:18])[CH3:17]. (4) Given the reactants C(=O)([O-])[O-].[K+].[K+].[NH2:7][C:8]1[N:9]=[CH:10][C:11]([C:26]2[CH:36]=[CH:35][C:29]([C:30]([N:32]([CH3:34])[CH3:33])=[O:31])=[CH:28][CH:27]=2)=[N:12][C:13]=1[C:14]1[O:15][C:16]([C:19]2[CH:24]=[CH:23][CH:22]=[CH:21][C:20]=2[OH:25])=[N:17][N:18]=1.Br[CH2:38][CH3:39].O, predict the reaction product. The product is: [NH2:7][C:8]1[N:9]=[CH:10][C:11]([C:26]2[CH:36]=[CH:35][C:29]([C:30]([N:32]([CH3:34])[CH3:33])=[O:31])=[CH:28][CH:27]=2)=[N:12][C:13]=1[C:14]1[O:15][C:16]([C:19]2[CH:24]=[CH:23][CH:22]=[CH:21][C:20]=2[O:25][CH2:38][CH3:39])=[N:17][N:18]=1. (5) Given the reactants C[O:2][C:3]([C:5]1[O:6][C:7]([C:10]2[CH:15]=[CH:14][CH:13]=[C:12]([F:16])[CH:11]=2)=[CH:8][CH:9]=1)=O.CS(O)(=O)=O.FC1C=CC=CC=1C1OC(C([NH:36][C:37]([NH2:39])=[NH:38])=O)=CC=1, predict the reaction product. The product is: [F:16][C:12]1[CH:11]=[C:10]([C:7]2[O:6][C:5]([C:3]([NH:38][C:37]([NH2:39])=[NH:36])=[O:2])=[CH:9][CH:8]=2)[CH:15]=[CH:14][CH:13]=1. (6) Given the reactants [F:1][C:2]([F:35])([F:34])[C:3]1[CH:4]=[C:5]([C:13]([CH3:33])([CH3:32])[C:14]([N:16](C2C=NC(Cl)=CC=2C2C=CC=CC=2C)[CH3:17])=[O:15])[CH:6]=[C:7]([C:9]([F:12])([F:11])[F:10])[CH:8]=1.[CH:36]1[CH:41]=[C:40](Cl)[CH:39]=[C:38]([C:43](OO)=O)[CH:37]=1.[OH-:47].[Na+].[CH2:49]([Cl:51])Cl, predict the reaction product. The product is: [F:11][C:9]([F:12])([F:10])[C:7]1[CH:6]=[C:5]([C:13]([CH3:32])([CH3:33])[C:14]([N:16]([C:49]2([Cl:51])[CH:4]=[C:5]([C:37]3[CH:36]=[CH:41][CH:40]=[CH:39][C:38]=3[CH3:43])[CH:13]=[CH:14][NH+:16]2[O-:47])[CH3:17])=[O:15])[CH:4]=[C:3]([C:2]([F:1])([F:35])[F:34])[CH:8]=1. (7) Given the reactants [OH:1][CH:2]1[CH2:7][CH2:6][NH:5][CH2:4][CH2:3]1.CCN(C(C)C)C(C)C.Br[CH2:18][C:19]1[CH:26]=[CH:25][CH:24]=[CH:23][C:20]=1[C:21]#[N:22], predict the reaction product. The product is: [OH:1][CH:2]1[CH2:7][CH2:6][N:5]([CH2:18][C:19]2[CH:26]=[CH:25][CH:24]=[CH:23][C:20]=2[C:21]#[N:22])[CH2:4][CH2:3]1. (8) Given the reactants [N:1]1[CH:6]=[CH:5][C:4]([C:7]2[CH:8]=[C:9]([C:14]3[CH:19]=[CH:18][CH:17]=[CH:16][CH:15]=3)[CH:10]=[CH:11][C:12]=2[OH:13])=[CH:3][N:2]=1.[C:20]([C:22]1[CH:23]=[C:24]([S:29]([NH:32][C:33]2[S:37][N:36]=[CH:35][N:34]=2)(=[O:31])=[O:30])[CH:25]=[CH:26][C:27]=1F)#[N:21].C(=O)([O-])[O-].[K+].[K+], predict the reaction product. The product is: [C:20]([C:22]1[CH:23]=[C:24]([S:29]([NH:32][C:33]2[S:37][N:36]=[CH:35][N:34]=2)(=[O:31])=[O:30])[CH:25]=[CH:26][C:27]=1[O:13][C:12]1[CH:11]=[CH:10][C:9]([C:14]2[CH:19]=[CH:18][CH:17]=[CH:16][CH:15]=2)=[CH:8][C:7]=1[C:4]1[CH:5]=[CH:6][N:1]=[N:2][CH:3]=1)#[N:21]. (9) Given the reactants I[C:2]1[CH:3]=[C:4]([NH:9][C:10](=[O:21])[C:11]2[CH:16]=[CH:15][CH:14]=[C:13]([C:17]([F:20])([F:19])[F:18])[CH:12]=2)[CH:5]=[CH:6][C:7]=1[CH3:8].CC1(C)C(C)(C)OB([C:30]2[CH:35]=[CH:34][C:33]([N+:36]([O-:38])=[O:37])=[CH:32][CH:31]=2)O1.C1(C)C=CC=CC=1.C([O-])([O-])=O.[K+].[K+], predict the reaction product. The product is: [CH3:8][C:7]1[C:2]([C:30]2[CH:35]=[CH:34][C:33]([N+:36]([O-:38])=[O:37])=[CH:32][CH:31]=2)=[CH:3][C:4]([NH:9][C:10](=[O:21])[C:11]2[CH:16]=[CH:15][CH:14]=[C:13]([C:17]([F:20])([F:19])[F:18])[CH:12]=2)=[CH:5][CH:6]=1.